Dataset: Catalyst prediction with 721,799 reactions and 888 catalyst types from USPTO. Task: Predict which catalyst facilitates the given reaction. (1) Reactant: [Cl:1][C:2]1[CH:11]=[CH:10][C:5]([C:6]([NH:8][NH2:9])=[O:7])=[C:4]([CH3:12])[N:3]=1.[C:13](N1C=CN=C1)(N1C=CN=C1)=[O:14]. Product: [Cl:1][C:2]1[N:3]=[C:4]([CH3:12])[C:5]([C:6]2[O:7][C:13](=[O:14])[NH:9][N:8]=2)=[CH:10][CH:11]=1. The catalyst class is: 42. (2) Reactant: I[C:2]1[CH:9]=[CH:8][C:5]([C:6]#[N:7])=[CH:4][CH:3]=1.C([Mg]Cl)(C)C.[C:15]([N:34]1[CH:38]=[C:37]([CH:39]=[O:40])[N:36]=[CH:35]1)([C:28]1[CH:33]=[CH:32][CH:31]=[CH:30][CH:29]=1)([C:22]1[CH:27]=[CH:26][CH:25]=[CH:24][CH:23]=1)[C:16]1[CH:21]=[CH:20][CH:19]=[CH:18][CH:17]=1. Product: [OH:40][CH:39]([C:37]1[N:36]=[CH:35][N:34]([C:15]([C:16]2[CH:21]=[CH:20][CH:19]=[CH:18][CH:17]=2)([C:22]2[CH:23]=[CH:24][CH:25]=[CH:26][CH:27]=2)[C:28]2[CH:33]=[CH:32][CH:31]=[CH:30][CH:29]=2)[CH:38]=1)[C:2]1[CH:9]=[CH:8][C:5]([C:6]#[N:7])=[CH:4][CH:3]=1. The catalyst class is: 7. (3) Reactant: [C:1]([O:5][C:6]([N:8]1[CH2:12][C@H:11]([OH:13])[CH2:10][C@H:9]1[CH2:14][OH:15])=[O:7])([CH3:4])([CH3:3])[CH3:2].[C:16](Cl)(=[O:21])[C:17]([CH3:20])([CH3:19])[CH3:18].CCN(C(C)C)C(C)C. Product: [C:1]([O:5][C:6]([N:8]1[CH2:12][C:11](=[O:13])[CH2:10][C@H:9]1[CH2:14][O:15][C:16](=[O:21])[C:17]([CH3:20])([CH3:19])[CH3:18])=[O:7])([CH3:4])([CH3:3])[CH3:2]. The catalyst class is: 583. (4) Reactant: [OH:1][CH2:2][CH2:3][N:4]1[CH2:9][CH2:8][N:7]([C:10]2[N:15]=[C:14]([CH3:16])[N:13]=[C:12]([NH:17][C:18]3[S:19][C:20]([C:23]([OH:25])=[O:24])=[CH:21][N:22]=3)[CH:11]=2)[CH2:6][CH2:5]1.[C:26](OC(=O)C)(=O)[CH3:27].N1[CH:38]=[CH:37][CH:36]=[CH:35][CH:34]=1. Product: [CH2:34]([O:1][CH2:2][CH2:3][N:4]1[CH2:9][CH2:8][N:7]([C:10]2[N:15]=[C:14]([CH3:16])[N:13]=[C:12]([NH:17][C:18]3[S:19][C:20]([C:23]([OH:25])=[O:24])=[CH:21][N:22]=3)[CH:11]=2)[CH2:6][CH2:5]1)[C:35]1[CH:27]=[CH:26][CH:38]=[CH:37][CH:36]=1. The catalyst class is: 142. (5) Reactant: [H-].[Na+].[CH2:3]([O:13][CH2:14][C:15]([CH2:20][O:21][CH2:22][CH2:23][CH2:24][CH2:25][CH2:26][CH2:27][CH2:28][CH2:29][CH2:30][CH3:31])([CH2:18][OH:19])[CH2:16][OH:17])[CH2:4][CH2:5][CH2:6][CH2:7][CH2:8][CH2:9][CH2:10][CH2:11][CH3:12].Cl.[CH3:33][N:34]([CH3:38])[CH2:35][CH2:36]Cl. Product: [CH2:22]([O:21][CH2:20][C:15]([CH2:14][O:13][CH2:3][CH2:4][CH2:5][CH2:6][CH2:7][CH2:8][CH2:9][CH2:10][CH2:11][CH3:12])([CH2:18][O:19][CH2:36][CH2:35][N:34]([CH3:38])[CH3:33])[CH2:16][O:17][CH2:36][CH2:35][N:34]([CH3:38])[CH3:33])[CH2:23][CH2:24][CH2:25][CH2:26][CH2:27][CH2:28][CH2:29][CH2:30][CH3:31]. The catalyst class is: 3. (6) Reactant: [Cl:1][C:2]1[CH:7]=[CH:6][C:5]([C:8]2[N:9]([CH2:14][C@H:15]([OH:20])[C:16]([F:19])([F:18])[F:17])[C:10](=[O:13])[NH:11][N:12]=2)=[CH:4][CH:3]=1.C(=O)([O-])[O-].[Cs+].[Cs+].Br[CH2:28][C:29]1[CH:30]=[N:31][N:32]([C:34]2[CH:39]=[CH:38][CH:37]=[CH:36][C:35]=2[Cl:40])[CH:33]=1.O. Product: [Cl:1][C:2]1[CH:7]=[CH:6][C:5]([C:8]2[N:9]([CH2:14][C@H:15]([OH:20])[C:16]([F:18])([F:19])[F:17])[C:10](=[O:13])[N:11]([CH2:28][C:29]3[CH:30]=[N:31][N:32]([C:34]4[CH:39]=[CH:38][CH:37]=[CH:36][C:35]=4[Cl:40])[CH:33]=3)[N:12]=2)=[CH:4][CH:3]=1. The catalyst class is: 10. (7) Reactant: C[Si]([N-][Si](C)(C)C)(C)C.[Li+].FC(F)(F)C1C=C(C[NH:24][C:25]2[N:26]=[N:27][N:28]([CH3:30])[N:29]=2)C=C(C(F)(F)F)C=1.[Cl:33][C:34]1[C:39]([CH2:40]Cl)=[CH:38][C:37]([C:42]([F:45])([F:44])[F:43])=[CH:36][N:35]=1. Product: [Cl:33][C:34]1[C:39]([CH2:40][NH:24][C:25]2[N:26]=[N:27][N:28]([CH3:30])[N:29]=2)=[CH:38][C:37]([C:42]([F:45])([F:44])[F:43])=[CH:36][N:35]=1. The catalyst class is: 118.